This data is from Full USPTO retrosynthesis dataset with 1.9M reactions from patents (1976-2016). The task is: Predict the reactants needed to synthesize the given product. (1) Given the product [Cl:1][C:2]1[CH:3]=[C:4]([O:14][CH:15]([CH3:17])[CH3:16])[CH:5]=[CH:6][C:7]=1[O:8][C:9]1[S:10][CH:11]=[CH:12][N:13]=1, predict the reactants needed to synthesize it. The reactants are: [Cl:1][C:2]1[CH:3]=[C:4]([OH:14])[CH:5]=[CH:6][C:7]=1[O:8][C:9]1[S:10][CH:11]=[CH:12][N:13]=1.[CH:15](O)([CH3:17])[CH3:16].C1(P(C2C=CC=CC=2)C2C=CC=CC=2)C=CC=CC=1.N(C(OCC)=O)=NC(OCC)=O. (2) The reactants are: [C:1]([CH2:3][C:4]([N:6]1[CH2:10][CH2:9][CH2:8][C@H:7]1[CH2:11][N:12]1[C:16]2[CH:17]=[CH:18][CH:19]=[CH:20][C:15]=2[N:14]=[C:13]1[NH:21][C:22]([C:24]1[S:25][C:26]([C:29]2[CH:30]=[N:31][NH:32][CH:33]=2)=[CH:27][CH:28]=1)=[O:23])=[O:5])#[N:2].[CH:34](=O)[CH:35]([CH3:37])[CH3:36].N1CCCCC1. Given the product [C:1]([C:3](=[CH:34][CH:35]([CH3:37])[CH3:36])[C:4]([N:6]1[CH2:10][CH2:9][CH2:8][C@H:7]1[CH2:11][N:12]1[C:16]2[CH:17]=[CH:18][CH:19]=[CH:20][C:15]=2[N:14]=[C:13]1[NH:21][C:22]([C:24]1[S:25][C:26]([C:29]2[CH:30]=[N:31][NH:32][CH:33]=2)=[CH:27][CH:28]=1)=[O:23])=[O:5])#[N:2], predict the reactants needed to synthesize it. (3) Given the product [Br:14][C:2](=[C:3]1[CH2:4][N:5]([C:7]([O:9][C:10]([CH3:11])([CH3:12])[CH3:13])=[O:8])[CH2:6]1)[CH3:15], predict the reactants needed to synthesize it. The reactants are: Br[C:2]([Br:14])=[C:3]1[CH2:6][N:5]([C:7]([O:9][C:10]([CH3:13])([CH3:12])[CH3:11])=[O:8])[CH2:4]1.[CH2:15]([Li])CCC.IC. (4) Given the product [F:1][C:2]1[CH:22]=[CH:21][CH:20]=[C:19]([F:23])[C:3]=1[CH2:4][O:5][C:6]1[C:7]2[N:8]([C:12]([C:36]([NH:34][CH2:33][C:2]3[CH:22]=[CH:21][CH:20]=[CH:19][C:3]=3[CH:28]3[CH2:27][O:31][C:6]([CH3:7])([CH3:11])[O:29]3)=[O:37])=[C:13]([CH3:15])[N:14]=2)[CH:9]=[CH:10][CH:11]=1, predict the reactants needed to synthesize it. The reactants are: [F:1][C:2]1[CH:22]=[CH:21][CH:20]=[C:19]([F:23])[C:3]=1[CH2:4][O:5][C:6]1[C:7]2[N:8]([C:12](C(O)=O)=[C:13]([CH3:15])[N:14]=2)[CH:9]=[CH:10][CH:11]=1.ClCCl.[C:27](Cl)(=[O:31])[C:28](Cl)=[O:29].[CH3:33][N:34]([CH:36]=[O:37])C. (5) The reactants are: ClC1C(NC2C=C(C3CC3)NN=2)=NC(C2SC(C(O)C(OCC)=O)=CC=2)=NC=1.[C:29]([O:32][CH2:33][CH2:34][CH:35]([C:44]1[S:45][C:46](Br)=[CH:47][CH:48]=1)[O:36][Si:37]([C:40]([CH3:43])([CH3:42])[CH3:41])([CH3:39])[CH3:38])(=[O:31])[CH3:30].C(OCCC(C1SC(B(O)O)=CC=1)O[Si](C(C)(C)C)(C)C)(=O)C.Br[C:74]1[N:79]=[C:78]([NH:80][C:81]2[CH:85]=[C:84]([CH:86]3[CH2:88][CH2:87]3)[NH:83][N:82]=2)[C:77]([C:89]#[C:90][Si](C)(C)C)=[CH:76][N:75]=1. Given the product [C:29]([O:32][CH2:33][CH2:34][CH:35]([O:36][Si:37]([C:40]([CH3:43])([CH3:42])[CH3:41])([CH3:39])[CH3:38])[C:44]1[S:45][C:46]([C:74]2[N:79]=[C:78]([NH:80][C:81]3[CH:85]=[C:84]([CH:86]4[CH2:88][CH2:87]4)[NH:83][N:82]=3)[C:77]([C:89]#[CH:90])=[CH:76][N:75]=2)=[CH:47][CH:48]=1)(=[O:31])[CH3:30], predict the reactants needed to synthesize it. (6) Given the product [C:51]([OH:58])(=[O:57])[CH2:52][CH2:53][C:54]([OH:56])=[O:55].[CH:48]([N:4]([CH:1]([CH3:3])[CH3:2])[CH2:5][CH2:6][C@@H:7]([C:14]1[CH:15]=[C:16]([CH2:21][CH2:22][O:23][C:24]2[CH:29]=[CH:28][C:27]([CH2:30][CH2:31][NH:32][CH2:33][C@@H:34]([C:36]3[CH:37]=[CH:38][C:39]([OH:47])=[C:40]([NH:42][S:43]([CH3:46])(=[O:45])=[O:44])[CH:41]=3)[OH:35])=[CH:26][CH:25]=2)[CH:17]=[CH:18][C:19]=1[OH:20])[C:8]1[CH:9]=[CH:10][CH:11]=[CH:12][CH:13]=1)([CH3:50])[CH3:49], predict the reactants needed to synthesize it. The reactants are: [CH:1]([N:4]([CH:48]([CH3:50])[CH3:49])[CH2:5][CH2:6][C@@H:7]([C:14]1[CH:15]=[C:16]([CH2:21][CH2:22][O:23][C:24]2[CH:29]=[CH:28][C:27]([CH2:30][CH2:31][NH:32][CH2:33][C@@H:34]([C:36]3[CH:37]=[CH:38][C:39]([OH:47])=[C:40]([NH:42][S:43]([CH3:46])(=[O:45])=[O:44])[CH:41]=3)[OH:35])=[CH:26][CH:25]=2)[CH:17]=[CH:18][C:19]=1[OH:20])[C:8]1[CH:13]=[CH:12][CH:11]=[CH:10][CH:9]=1)([CH3:3])[CH3:2].[C:51]([OH:58])(=[O:57])[CH2:52][CH2:53][C:54]([OH:56])=[O:55]. (7) The reactants are: [OH:1][CH2:2][CH2:3][CH2:4][CH2:5][O:6][CH2:7][C:8]([O:10][C:11]([CH3:14])([CH3:13])[CH3:12])=[O:9].CC(OI1(OC(C)=O)(OC(C)=O)OC(=O)C2C1=CC=CC=2)=O. Given the product [O:1]=[CH:2][CH2:3][CH2:4][CH2:5][O:6][CH2:7][C:8]([O:10][C:11]([CH3:14])([CH3:13])[CH3:12])=[O:9], predict the reactants needed to synthesize it.